Regression. Given a peptide amino acid sequence and an MHC pseudo amino acid sequence, predict their binding affinity value. This is MHC class I binding data. From a dataset of Peptide-MHC class I binding affinity with 185,985 pairs from IEDB/IMGT. (1) The peptide sequence is IVDCLTEMYY. The MHC is HLA-A03:01 with pseudo-sequence HLA-A03:01. The binding affinity (normalized) is 0.368. (2) The peptide sequence is KRMMMNLNY. The MHC is HLA-B27:05 with pseudo-sequence HLA-B27:05. The binding affinity (normalized) is 0.756. (3) The peptide sequence is FAAPHRGVA. The MHC is HLA-B07:02 with pseudo-sequence HLA-B07:02. The binding affinity (normalized) is 0.880.